Dataset: Reaction yield outcomes from USPTO patents with 853,638 reactions. Task: Predict the reaction yield, written as a fraction of the theoretical maximum amount of product (1.0 means a 100% yield; for example, 0.34 means a 34% yield). The reactants are Br[CH2:2][C:3]([NH:5][C:6]1[CH:31]=[CH:30][C:9]([CH2:10][N:11]([S:20]([C:23]2[CH:28]=[CH:27][C:26]([Cl:29])=[CH:25][CH:24]=2)(=[O:22])=[O:21])[C@H:12]([CH2:16][CH:17]([CH3:19])[CH3:18])[C:13]([NH2:15])=[O:14])=[CH:8][CH:7]=1)=[O:4].[CH3:32][NH:33][CH3:34]. The catalyst is C(Cl)Cl.C1COCC1. The product is [Cl:29][C:26]1[CH:27]=[CH:28][C:23]([S:20]([N:11]([CH2:10][C:9]2[CH:30]=[CH:31][C:6]([NH:5][C:3](=[O:4])[CH2:2][N:33]([CH3:34])[CH3:32])=[CH:7][CH:8]=2)[C@H:12]([CH2:16][CH:17]([CH3:19])[CH3:18])[C:13]([NH2:15])=[O:14])(=[O:22])=[O:21])=[CH:24][CH:25]=1. The yield is 0.630.